From a dataset of NCI-60 drug combinations with 297,098 pairs across 59 cell lines. Regression. Given two drug SMILES strings and cell line genomic features, predict the synergy score measuring deviation from expected non-interaction effect. (1) Drug 1: CS(=O)(=O)OCCCCOS(=O)(=O)C. Drug 2: C1C(C(OC1N2C=NC3=C2NC=NCC3O)CO)O. Cell line: NCI/ADR-RES. Synergy scores: CSS=-4.39, Synergy_ZIP=3.67, Synergy_Bliss=2.11, Synergy_Loewe=-2.64, Synergy_HSA=-3.50. (2) Drug 1: C1CN1P(=S)(N2CC2)N3CC3. Drug 2: CN1C(=O)N2C=NC(=C2N=N1)C(=O)N. Cell line: NCI-H226. Synergy scores: CSS=9.03, Synergy_ZIP=-5.00, Synergy_Bliss=-6.97, Synergy_Loewe=-4.71, Synergy_HSA=-8.55.